From a dataset of Catalyst prediction with 721,799 reactions and 888 catalyst types from USPTO. Predict which catalyst facilitates the given reaction. Reactant: [C:1]([O:5][C:6]([N:8]1[C:12]2[CH:13]=[CH:14][C:15]([O:17][CH3:18])=[CH:16][C:11]=2[N:10]=[C:9]1[C:19]1[CH:24]=[C:23](Br)[CH:22]=[CH:21][C:20]=1[F:26])=[O:7])([CH3:4])([CH3:3])[CH3:2].[CH2:27]([O:29][C:30]([CH:32]1[CH2:37][CH2:36][NH:35][CH2:34][CH2:33]1)=[O:31])[CH3:28].C(=O)([O-])[O-].[Cs+].[Cs+].C1C=CC(P(C2C(C3C(P(C4C=CC=CC=4)C4C=CC=CC=4)=CC=C4C=3C=CC=C4)=C3C(C=CC=C3)=CC=2)C2C=CC=CC=2)=CC=1. Product: [C:1]([O:5][C:6]([N:8]1[C:12]2[CH:13]=[CH:14][C:15]([O:17][CH3:18])=[CH:16][C:11]=2[N:10]=[C:9]1[C:19]1[CH:24]=[C:23]([N:35]2[CH2:36][CH2:37][CH:32]([C:30]([O:29][CH2:27][CH3:28])=[O:31])[CH2:33][CH2:34]2)[CH:22]=[CH:21][C:20]=1[F:26])=[O:7])([CH3:4])([CH3:3])[CH3:2]. The catalyst class is: 487.